From a dataset of Forward reaction prediction with 1.9M reactions from USPTO patents (1976-2016). Predict the product of the given reaction. (1) Given the reactants [Cl:1][C:2]1[C:11]2[C:6](=[CH:7][CH:8]=[CH:9][CH:10]=2)[C:5]([OH:12])=[C:4]([C:13]([OH:15])=O)[N:3]=1.C([O:18][C:19](=[O:28])[CH2:20][NH:21][CH2:22][C:23]([O:25]CC)=[O:24])C, predict the reaction product. The product is: [C:19]([CH2:20][N:21]([CH2:22][C:23]([OH:25])=[O:24])[C:13]([C:4]1[N:3]=[C:2]([Cl:1])[C:11]2[C:6]([C:5]=1[OH:12])=[CH:7][CH:8]=[CH:9][CH:10]=2)=[O:15])([OH:28])=[O:18]. (2) Given the reactants Cl.Cl[C:3]1[NH:4][C:5]([C:13]2[CH:18]=[CH:17][CH:16]=[CH:15][N:14]=2)=[CH:6][C:7]=1[C:8]([O:10][CH2:11][CH3:12])=[O:9], predict the reaction product. The product is: [N:14]1[CH:15]=[CH:16][CH:17]=[CH:18][C:13]=1[C:5]1[NH:4][CH:3]=[C:7]([C:8]([O:10][CH2:11][CH3:12])=[O:9])[CH:6]=1. (3) Given the reactants [F:1][C:2]([F:13])([CH:6]1[CH2:11][CH2:10][CH:9]([F:12])[CH2:8][CH2:7]1)[C:3]([OH:5])=O.P(Cl)(Cl)(Cl)=O.Cl.[NH2:20][CH2:21][C:22]1[CH:23]=[C:24]2[C:28](=[CH:29][CH:30]=1)[C:27](=[O:31])[N:26]([CH:32]1[CH2:37][CH2:36][C:35](=[O:38])[NH:34][C:33]1=[O:39])[CH2:25]2.C(=O)(O)[O-].[Na+], predict the reaction product. The product is: [O:39]=[C:33]1[CH:32]([N:26]2[CH2:25][C:24]3[C:28](=[CH:29][CH:30]=[C:22]([CH2:21][NH:20][C:3](=[O:5])[C:2]([F:1])([F:13])[CH:6]4[CH2:11][CH2:10][CH:9]([F:12])[CH2:8][CH2:7]4)[CH:23]=3)[C:27]2=[O:31])[CH2:37][CH2:36][C:35](=[O:38])[NH:34]1.